The task is: Regression. Given two drug SMILES strings and cell line genomic features, predict the synergy score measuring deviation from expected non-interaction effect.. This data is from NCI-60 drug combinations with 297,098 pairs across 59 cell lines. (1) Synergy scores: CSS=88.9, Synergy_ZIP=2.37, Synergy_Bliss=2.76, Synergy_Loewe=3.92, Synergy_HSA=5.87. Cell line: MOLT-4. Drug 1: CC1C(C(=O)NC(C(=O)N2CCCC2C(=O)N(CC(=O)N(C(C(=O)O1)C(C)C)C)C)C(C)C)NC(=O)C3=C4C(=C(C=C3)C)OC5=C(C(=O)C(=C(C5=N4)C(=O)NC6C(OC(=O)C(N(C(=O)CN(C(=O)C7CCCN7C(=O)C(NC6=O)C(C)C)C)C)C(C)C)C)N)C. Drug 2: C1C(C(OC1N2C=C(C(=O)NC2=O)F)CO)O. (2) Drug 1: C1=CC(=CC=C1CCCC(=O)O)N(CCCl)CCCl. Drug 2: CC1C(C(CC(O1)OC2CC(CC3=C2C(=C4C(=C3O)C(=O)C5=C(C4=O)C(=CC=C5)OC)O)(C(=O)CO)O)N)O.Cl. Cell line: HT29. Synergy scores: CSS=42.0, Synergy_ZIP=3.08, Synergy_Bliss=3.82, Synergy_Loewe=-25.9, Synergy_HSA=4.61. (3) Drug 2: CC1=C(C(=O)C2=C(C1=O)N3CC4C(C3(C2COC(=O)N)OC)N4)N. Synergy scores: CSS=22.2, Synergy_ZIP=-8.56, Synergy_Bliss=-3.63, Synergy_Loewe=-6.22, Synergy_HSA=-3.87. Cell line: T-47D. Drug 1: C1=CC(=CC=C1CC(C(=O)O)N)N(CCCl)CCCl.Cl. (4) Drug 1: C1=NC2=C(N1)C(=S)N=CN2. Drug 2: CC1=C(C=C(C=C1)C(=O)NC2=CC(=CC(=C2)C(F)(F)F)N3C=C(N=C3)C)NC4=NC=CC(=N4)C5=CN=CC=C5. Cell line: TK-10. Synergy scores: CSS=0.650, Synergy_ZIP=-4.08, Synergy_Bliss=-7.57, Synergy_Loewe=-6.66, Synergy_HSA=-6.37. (5) Drug 1: CCC1=CC2CC(C3=C(CN(C2)C1)C4=CC=CC=C4N3)(C5=C(C=C6C(=C5)C78CCN9C7C(C=CC9)(C(C(C8N6C)(C(=O)OC)O)OC(=O)C)CC)OC)C(=O)OC.C(C(C(=O)O)O)(C(=O)O)O. Drug 2: C1=CC(=CC=C1C#N)C(C2=CC=C(C=C2)C#N)N3C=NC=N3. Cell line: A498. Synergy scores: CSS=10.7, Synergy_ZIP=-8.06, Synergy_Bliss=0.465, Synergy_Loewe=-18.8, Synergy_HSA=-0.0493.